This data is from Peptide-MHC class I binding affinity with 185,985 pairs from IEDB/IMGT. The task is: Regression. Given a peptide amino acid sequence and an MHC pseudo amino acid sequence, predict their binding affinity value. This is MHC class I binding data. (1) The peptide sequence is TSNLQEQIGW. The MHC is HLA-B35:03 with pseudo-sequence HLA-B35:03. The binding affinity (normalized) is 0. (2) The peptide sequence is VPGSETMCY. The MHC is HLA-A29:02 with pseudo-sequence HLA-A29:02. The binding affinity (normalized) is 0.173.